From a dataset of CYP2C9 inhibition data for predicting drug metabolism from PubChem BioAssay. Regression/Classification. Given a drug SMILES string, predict its absorption, distribution, metabolism, or excretion properties. Task type varies by dataset: regression for continuous measurements (e.g., permeability, clearance, half-life) or binary classification for categorical outcomes (e.g., BBB penetration, CYP inhibition). Dataset: cyp2c9_veith. The compound is CN(N=O)c1ccc(/C=C\c2ccnc3ccccc23)cc1. The result is 0 (non-inhibitor).